From a dataset of Reaction yield outcomes from USPTO patents with 853,638 reactions. Predict the reaction yield, written as a fraction of the theoretical maximum amount of product (1.0 means a 100% yield; for example, 0.34 means a 34% yield). The reactants are [Cl:1][C:2]1[CH:7]=[CH:6][C:5]([C:8]2[S:25][C:11]3[N:12]([CH3:24])[C:13](=[O:23])[N:14]([CH2:17][CH2:18][C:19]([O:21][CH3:22])=[O:20])[C:15](=[O:16])[C:10]=3[C:9]=2[CH3:26])=[CH:4][CH:3]=1.C1C(=O)N([Br:34])C(=O)C1.C(OOC(=O)C1C=CC=CC=1)(=O)C1C=CC=CC=1. The catalyst is C(Cl)(Cl)(Cl)Cl.C(Cl)Cl. The product is [Br:34][CH2:26][C:9]1[C:10]2[C:15](=[O:16])[N:14]([CH2:17][CH2:18][C:19]([O:21][CH3:22])=[O:20])[C:13](=[O:23])[N:12]([CH3:24])[C:11]=2[S:25][C:8]=1[C:5]1[CH:6]=[CH:7][C:2]([Cl:1])=[CH:3][CH:4]=1. The yield is 1.00.